Dataset: Forward reaction prediction with 1.9M reactions from USPTO patents (1976-2016). Task: Predict the product of the given reaction. (1) Given the reactants [C:1]([C:3]1[C:11]2[C:6](=[N:7][CH:8]=[C:9]([C:12]3[CH:17]=[CH:16][C:15]([S:18]([CH:21]([CH3:23])[CH3:22])(=[O:20])=[O:19])=[CH:14][CH:13]=3)[N:10]=2)[NH:5][CH:4]=1)#[CH:2].Cl[C:25](=[N:42][OH:43])[C:26]1[CH:27]=[C:28]([CH:32]([NH:34][C:35](=[O:41])[O:36][C:37]([CH3:40])([CH3:39])[CH3:38])[CH3:33])[CH:29]=[CH:30][CH:31]=1.C(N(CC)CC)C, predict the reaction product. The product is: [CH:21]([S:18]([C:15]1[CH:14]=[CH:13][C:12]([C:9]2[N:10]=[C:11]3[C:3]([C:1]4[O:43][N:42]=[C:25]([C:26]5[CH:27]=[C:28]([CH:32]([NH:34][C:35](=[O:41])[O:36][C:37]([CH3:40])([CH3:39])[CH3:38])[CH3:33])[CH:29]=[CH:30][CH:31]=5)[CH:2]=4)=[CH:4][NH:5][C:6]3=[N:7][CH:8]=2)=[CH:17][CH:16]=1)(=[O:20])=[O:19])([CH3:23])[CH3:22]. (2) Given the reactants [OH:1][C:2]1[C:7](=[O:8])[CH:6]=[CH:5][N:4]([CH3:9])[C:3]=1[CH:10](O)[C:11]([F:14])([F:13])[F:12].[CH2:16]([NH2:19])[CH:17]=[CH2:18], predict the reaction product. The product is: [OH:1][C:2]1[C:7](=[O:8])[CH:6]=[CH:5][N:4]([CH3:9])[C:3]=1[CH:10]([NH:19][CH2:16][CH:17]=[CH2:18])[C:11]([F:14])([F:13])[F:12]. (3) Given the reactants [CH3:1][N:2]1[CH2:7][CH2:6][N:5]([C:8]2[CH:17]=[C:16]3[C:11]([CH:12]=[C:13]([C:19](O)=[O:20])[C:14](=[O:18])[NH:15]3)=[CH:10][N:9]=2)[CH2:4][CH2:3]1.[CH3:22][O:23][C:24](=[O:33])[C:25]1[CH:30]=[CH:29][C:28]([CH3:31])=[C:27]([NH2:32])[CH:26]=1, predict the reaction product. The product is: [CH3:22][O:23][C:24](=[O:33])[C:25]1[CH:30]=[CH:29][C:28]([CH3:31])=[C:27]([NH:32][C:19]([C:13]2[C:14](=[O:18])[NH:15][C:16]3[C:11]([CH:12]=2)=[CH:10][N:9]=[C:8]([N:5]2[CH2:6][CH2:7][N:2]([CH3:1])[CH2:3][CH2:4]2)[CH:17]=3)=[O:20])[CH:26]=1. (4) Given the reactants [F:1][C:2]1[C:7]([O:8][CH3:9])=[CH:6][C:5]([O:10][CH3:11])=[C:4]([F:12])[C:3]=1[N:13]1[CH2:18][C:17]2[CH:19]=[N:20][C:21]3[N:25]([S:26]([C:29]4[CH:34]=[CH:33][CH:32]=[CH:31][CH:30]=4)(=[O:28])=[O:27])[CH:24]=[CH:23][C:22]=3[C:16]=2[N:15]([CH3:35])[C:14]1=[O:36].C([N-]C(C)C)(C)C.[Li+].CN(C)[CH:47]=[O:48], predict the reaction product. The product is: [F:1][C:2]1[C:7]([O:8][CH3:9])=[CH:6][C:5]([O:10][CH3:11])=[C:4]([F:12])[C:3]=1[N:13]1[CH2:18][C:17]2[CH:19]=[N:20][C:21]3[N:25]([S:26]([C:29]4[CH:30]=[CH:31][CH:32]=[CH:33][CH:34]=4)(=[O:27])=[O:28])[C:24]([CH:47]=[O:48])=[CH:23][C:22]=3[C:16]=2[N:15]([CH3:35])[C:14]1=[O:36]. (5) Given the reactants S[C:2]1[N:3]([CH3:7])[CH:4]=[CH:5][N:6]=1.C([Li])(C)(C)C.[Cl:13][C:14]1[CH:45]=[CH:44][C:17]([C:18]([C:20]2[CH:21]=[C:22]3[C:27](=[CH:28][CH:29]=2)[N:26]([CH3:30])[C:25](=[O:31])[CH:24]=[C:23]3[C:32]2[CH:37]=[CH:36][CH:35]=[C:34]([Si](C)(C)C)[C:33]=2[C:42]#[CH:43])=[O:19])=[CH:16][CH:15]=1, predict the reaction product. The product is: [Cl:13][C:14]1[CH:15]=[CH:16][C:17]([C:18]([OH:19])([C:4]2[N:3]([CH3:7])[CH:2]=[N:6][CH:5]=2)[C:20]2[CH:21]=[C:22]3[C:27](=[CH:28][CH:29]=2)[N:26]([CH3:30])[C:25](=[O:31])[CH:24]=[C:23]3[C:32]2[CH:33]=[CH:42][CH:43]=[C:36]([C:35]#[CH:34])[CH:37]=2)=[CH:44][CH:45]=1. (6) Given the reactants Br[C:2]1[CH:7]=[CH:6][CH:5]=[C:4]([Br:8])[CH:3]=1.BrCCBr.[CH2:13](Br)[CH:14]=[CH2:15], predict the reaction product. The product is: [CH2:15]([C:2]1[CH:7]=[CH:6][CH:5]=[C:4]([Br:8])[CH:3]=1)[CH:14]=[CH2:13]. (7) Given the reactants S(=O)(=O)(O)O.[ClH:6].Cl[C:8]1[CH:9]=[C:10]([NH2:16])[C:11](=[CH:14][CH:15]=1)[O:12][CH3:13].[Na+].[N+]([C:21]1C=C(S([O-])(=O)=O)C=[CH:25][CH:26]=1)([O-])=O.B(O)(O)O.[OH-].[Na+], predict the reaction product. The product is: [Cl:6][C:15]1[CH:8]=[C:9]2[C:10](=[C:11]([O:12][CH3:13])[CH:14]=1)[N:16]=[CH:25][CH:26]=[CH:21]2. (8) Given the reactants [Cl:1][C:2]1[CH:7]=[CH:6][C:5]([CH2:8][CH2:9]O)=[C:4]([C@H:11]([C:13]2[CH:17]=[C:16]([CH:18]3[O:22][CH2:21][CH2:20][O:19]3)[S:15][C:14]=2[CH3:23])[OH:12])[CH:3]=1.N1C=CC=CC=1.C1C=CC(P(C2C=CC=CC=2)C2C=CC=CC=2)=CC=1.[I:49]I, predict the reaction product. The product is: [Cl:1][C:2]1[CH:7]=[CH:6][C:5]([CH2:8][CH2:9][I:49])=[C:4]([C@H:11]([C:13]2[CH:17]=[C:16]([CH:18]3[O:22][CH2:21][CH2:20][O:19]3)[S:15][C:14]=2[CH3:23])[OH:12])[CH:3]=1. (9) Given the reactants [F:1][C:2]1[CH:9]=[C:8]([C:10]2[CH:15]=[CH:14][N:13]=[C:12]3[NH:16][C:17]([C:19]4[CH:20]=[N:21][N:22]([CH:24]5[CH2:29][CH2:28][O:27][CH2:26][CH2:25]5)[CH:23]=4)=[N:18][C:11]=23)[CH:7]=[CH:6][C:3]=1[CH2:4][NH2:5].[C:30]([C:34]1[O:38][C:37]([C:39](O)=[O:40])=[N:36][N:35]=1)([CH3:33])([CH3:32])[CH3:31].C(N(C(C)C)C(C)C)C, predict the reaction product. The product is: [F:1][C:2]1[CH:9]=[C:8]([C:10]2[CH:15]=[CH:14][N:13]=[C:12]3[NH:16][C:17]([C:19]4[CH:20]=[N:21][N:22]([CH:24]5[CH2:29][CH2:28][O:27][CH2:26][CH2:25]5)[CH:23]=4)=[N:18][C:11]=23)[CH:7]=[CH:6][C:3]=1[CH2:4][NH:5][C:39]([C:37]1[O:38][C:34]([C:30]([CH3:33])([CH3:32])[CH3:31])=[N:35][N:36]=1)=[O:40].